From a dataset of Forward reaction prediction with 1.9M reactions from USPTO patents (1976-2016). Predict the product of the given reaction. (1) Given the reactants [CH3:1][C:2]1([C:7]2[O:11][C:10]([CH2:12][N:13]3[CH:17]=[CH:16][C:15]([NH2:18])=[N:14]3)=[CH:9][CH:8]=2)[O:6]CCO1.[Cl:19][C:20]1[C:25]([F:26])=[CH:24][CH:23]=[C:22]([F:27])[C:21]=1/[CH:28]=[CH:29]/[C:30](O)=[O:31], predict the reaction product. The product is: [C:2]([C:7]1[O:11][C:10]([CH2:12][N:13]2[CH:17]=[CH:16][C:15]([NH:18][C:30](=[O:31])/[CH:29]=[CH:28]/[C:21]3[C:22]([F:27])=[CH:23][CH:24]=[C:25]([F:26])[C:20]=3[Cl:19])=[N:14]2)=[CH:9][CH:8]=1)(=[O:6])[CH3:1]. (2) Given the reactants [ClH:1].[NH2:2][C:3]([CH2:31][OH:32])([CH2:29][OH:30])[CH2:4][CH2:5][C:6]1[CH:19]=[CH:18][C:17]2[S:16][C:15]3[C:10](=[CH:11][C:12]([S:20][C:21]4[CH:26]=[CH:25][C:24]([CH3:27])=[CH:23][CH:22]=4)=[CH:13][CH:14]=3)[C:9](=O)[C:8]=2[CH:7]=1.[BH4-].[Li+].C(O)(C)C.O1CCOCC1.Cl, predict the reaction product. The product is: [ClH:1].[NH2:2][C:3]([CH2:29][OH:30])([CH2:31][OH:32])[CH2:4][CH2:5][C:6]1[CH:19]=[CH:18][C:17]2[S:16][C:15]3[C:10](=[CH:11][C:12]([S:20][C:21]4[CH:22]=[CH:23][C:24]([CH3:27])=[CH:25][CH:26]=4)=[CH:13][CH:14]=3)[CH2:9][C:8]=2[CH:7]=1. (3) Given the reactants [CH3:1][N:2]1[C:6]([C:7]2[CH:17]=[CH:16][C:10]3[O:11][CH2:12][C:13](=[O:15])[NH:14][C:9]=3[CH:8]=2)=[CH:5][C:4]([CH3:18])=[N:3]1.C1C(=O)N([Br:26])C(=O)C1, predict the reaction product. The product is: [Br:26][C:5]1[C:4]([CH3:18])=[N:3][N:2]([CH3:1])[C:6]=1[C:7]1[CH:17]=[CH:16][C:10]2[O:11][CH2:12][C:13](=[O:15])[NH:14][C:9]=2[CH:8]=1. (4) Given the reactants COC1C=C(C=C(OC)C=1OC)C=O.C(NCC(O)=O)(=O)C.C[O:24][C:25](=[O:44])[C@H:26]([CH2:31][C:32]1[CH:37]=[C:36]([O:38][CH3:39])[C:35]([O:40][CH3:41])=[C:34]([O:42][CH3:43])[CH:33]=1)[NH:27]C(=O)C, predict the reaction product. The product is: [NH2:27][C@@H:26]([CH2:31][C:32]1[CH:33]=[C:34]([O:42][CH3:43])[C:35]([O:40][CH3:41])=[C:36]([O:38][CH3:39])[CH:37]=1)[C:25]([OH:44])=[O:24]. (5) Given the reactants [Cl:1][C:2]1[CH:3]=[C:4]([NH:9][C:10]2[C:11]3[CH2:18][C:17](=[O:19])[N:16]([CH3:20])[C:12]=3[N:13]=[CH:14][N:15]=2)[CH:5]=[CH:6][C:7]=1[F:8].[CH3:21][C:22]1[CH:26]=[C:25]([C:27]([N:29]2[CH2:34][CH2:33][N:32]([CH3:35])[CH2:31][CH2:30]2)=[O:28])[NH:24][C:23]=1[CH:36]=O, predict the reaction product. The product is: [Cl:1][C:2]1[CH:3]=[C:4]([NH:9][C:10]2[C:11]3[C:18](=[CH:36][C:23]4[NH:24][C:25]([C:27]([N:29]5[CH2:30][CH2:31][N:32]([CH3:35])[CH2:33][CH2:34]5)=[O:28])=[CH:26][C:22]=4[CH3:21])[C:17](=[O:19])[N:16]([CH3:20])[C:12]=3[N:13]=[CH:14][N:15]=2)[CH:5]=[CH:6][C:7]=1[F:8]. (6) Given the reactants F[C:2]1[N:7]=[C:6]([N:8]2[C:17]3[C:12](=[CH:13][CH:14]=[C:15]([C:18]4[CH:23]=[CH:22][CH:21]=[CH:20][CH:19]=4)[N:16]=3)[CH2:11][CH2:10][CH2:9]2)[CH:5]=[CH:4][N:3]=1.[N:24]1[CH:29]=[CH:28][CH:27]=[C:26]([CH2:30][CH2:31][NH2:32])[CH:25]=1, predict the reaction product. The product is: [C:18]1([C:15]2[N:16]=[C:17]3[C:12]([CH2:11][CH2:10][CH2:9][N:8]3[C:6]3[CH:5]=[CH:4][N:3]=[C:2]([NH:32][CH2:31][CH2:30][C:26]4[CH:25]=[N:24][CH:29]=[CH:28][CH:27]=4)[N:7]=3)=[CH:13][CH:14]=2)[CH:23]=[CH:22][CH:21]=[CH:20][CH:19]=1. (7) Given the reactants [F:1][C:2]1[CH:19]=[CH:18][C:5]([O:6][CH:7]([C:9]2[CH:17]=[CH:16][C:12]([C:13]([OH:15])=O)=[CH:11][CH:10]=2)[CH3:8])=[CH:4][CH:3]=1.Cl.C(N=C=NCCCN(C)C)C.ON1C2C=CC=CC=2N=N1.[NH2:42][CH2:43][C:44]1[C:45]([OH:52])=[N:46][C:47]([CH3:51])=[CH:48][C:49]=1[CH3:50], predict the reaction product. The product is: [F:1][C:2]1[CH:3]=[CH:4][C:5]([O:6][CH:7]([C:9]2[CH:10]=[CH:11][C:12]([C:13]([NH:42][CH2:43][C:44]3[C:45]([OH:52])=[N:46][C:47]([CH3:51])=[CH:48][C:49]=3[CH3:50])=[O:15])=[CH:16][CH:17]=2)[CH3:8])=[CH:18][CH:19]=1.